From a dataset of Full USPTO retrosynthesis dataset with 1.9M reactions from patents (1976-2016). Predict the reactants needed to synthesize the given product. (1) Given the product [Cl:23][C:8]1[C:3]([O:2][CH3:1])=[N:4][CH:5]=[CH:6][N:7]=1, predict the reactants needed to synthesize it. The reactants are: [CH3:1][O:2][C:3]1[CH:8]=[N+:7]([O-])[CH:6]=[CH:5][N:4]=1.C(N(CC)C1C=CC=CC=1)C.P(Cl)(Cl)([Cl:23])=O. (2) Given the product [C:1]([O:5][C:6]([N:8]1[CH2:13][CH2:12][CH:11]([N:14]2[C:18]3=[N:19][CH:20]=[N:21][C:22]([O:24][C:25]4[CH:30]=[N:29][C:28]([O:31][CH3:32])=[CH:27][CH:26]=4)=[C:17]3[CH:16]=[N:15]2)[CH2:10][CH2:9]1)=[O:7])([CH3:4])([CH3:3])[CH3:2], predict the reactants needed to synthesize it. The reactants are: [C:1]([O:5][C:6]([N:8]1[CH2:13][CH2:12][CH:11]([N:14]2[C:18]3=[N:19][CH:20]=[N:21][C:22](Cl)=[C:17]3[CH:16]=[N:15]2)[CH2:10][CH2:9]1)=[O:7])([CH3:4])([CH3:3])[CH3:2].[OH:24][C:25]1[CH:26]=[CH:27][C:28]([O:31][CH3:32])=[N:29][CH:30]=1.C(=O)([O-])[O-].[K+].[K+].C(OCC)(=O)C. (3) Given the product [CH3:16][C:15]1([CH3:17])[N:12]([C:10](=[O:11])[CH2:9][OH:8])[N:13]([CH:19]2[CH:20]3[CH2:21][CH:22]4[CH2:23][CH:24]([CH2:25][CH:26]2[CH2:27]4)[CH2:28]3)[C:14]1=[O:18], predict the reactants needed to synthesize it. The reactants are: C([O:8][CH2:9][C:10]([N:12]1[C:15]([CH3:17])([CH3:16])[C:14](=[O:18])[N:13]1[CH:19]1[CH:26]2[CH2:27][CH:22]3[CH2:23][CH:24]([CH2:28][CH:20]1[CH2:21]3)[CH2:25]2)=[O:11])C1C=CC=CC=1. (4) Given the product [CH3:13][O:14][C:15]1[CH:16]=[C:17]([N:21]2[C:30]3[C:25](=[CH:26][C:27]([F:32])=[C:28]([N:1]4[CH2:5][CH2:4][CH2:3][CH2:2]4)[CH:29]=3)[C:24](=[O:33])[N:23]([O:34][CH2:35][C:36]3[CH:37]=[CH:38][CH:39]=[CH:40][CH:41]=3)[C:22]2=[O:42])[CH:18]=[CH:19][CH:20]=1, predict the reactants needed to synthesize it. The reactants are: [NH:1]1[CH2:5][CH2:4][CH2:3][CH2:2]1.C(N(CC)CC)C.[CH3:13][O:14][C:15]1[CH:16]=[C:17]([N:21]2[C:30]3[C:25](=[CH:26][C:27]([F:32])=[C:28](F)[CH:29]=3)[C:24](=[O:33])[N:23]([O:34][CH2:35][C:36]3[CH:41]=[CH:40][CH:39]=[CH:38][CH:37]=3)[C:22]2=[O:42])[CH:18]=[CH:19][CH:20]=1. (5) Given the product [N:14]1([CH2:13][CH2:12][N:9]2[C:10]3[C:5](=[CH:4][CH:3]=[C:2]([NH:1][C:26]([C:23]4[CH:24]=[CH:25][C:20]([C:29]5[CH:30]=[CH:31][CH:32]=[CH:33][CH:34]=5)=[CH:21][CH:22]=4)=[O:27])[CH:11]=3)[CH2:6][CH2:7][CH2:8]2)[CH2:15][CH2:16][O:17][CH2:18][CH2:19]1, predict the reactants needed to synthesize it. The reactants are: [NH2:1][C:2]1[CH:11]=[C:10]2[C:5]([CH2:6][CH2:7][CH2:8][N:9]2[CH2:12][CH2:13][N:14]2[CH2:19][CH2:18][O:17][CH2:16][CH2:15]2)=[CH:4][CH:3]=1.[C:20]1([C:29]2[CH:34]=[CH:33][CH:32]=[CH:31][CH:30]=2)[CH:25]=[CH:24][C:23]([C:26](O)=[O:27])=[CH:22][CH:21]=1. (6) Given the product [F:1][C:2]1[C:7]([F:8])=[CH:6][CH:5]=[CH:4][C:3]=1[C:9]1[N:17]=[C:12]2[CH:13]=[N:14][N:15]([CH2:19][C:20]3[CH:25]=[N:24][C:23]([C:26]4[CH:31]=[CH:30][C:29]([O:32][CH3:33])=[CH:28][C:27]=4[C:34]([F:37])([F:35])[F:36])=[C:22]([F:38])[CH:21]=3)[CH:16]=[C:11]2[N:10]=1, predict the reactants needed to synthesize it. The reactants are: [F:1][C:2]1[C:7]([F:8])=[CH:6][CH:5]=[CH:4][C:3]=1[C:9]1[N:17]=[C:12]2[CH:13]=[N:14][NH:15][CH:16]=[C:11]2[N:10]=1.Br[CH2:19][C:20]1[CH:21]=[C:22]([F:38])[C:23]([C:26]2[CH:31]=[CH:30][C:29]([O:32][CH3:33])=[CH:28][C:27]=2[C:34]([F:37])([F:36])[F:35])=[N:24][CH:25]=1. (7) The reactants are: Cl.[OH:2][C@@H:3]1[CH2:8][CH2:7][NH:6][CH2:5][C@H:4]1[N:9]1[C:13]([C:14]2[CH:19]=[CH:18][CH:17]=[CH:16][CH:15]=2)=[C:12]([C:20]([O:22][CH2:23][CH3:24])=[O:21])[N:11]=[CH:10]1.Cl[C:26]([O:28][CH2:29][C:30]1[CH:35]=[CH:34][CH:33]=[CH:32][CH:31]=1)=[O:27].C(=O)([O-])[O-].[K+].[K+]. Given the product [CH2:23]([O:22][C:20]([C:12]1[N:11]=[CH:10][N:9]([C@H:4]2[C@H:3]([OH:2])[CH2:8][CH2:7][N:6]([C:26]([O:28][CH2:29][C:30]3[CH:35]=[CH:34][CH:33]=[CH:32][CH:31]=3)=[O:27])[CH2:5]2)[C:13]=1[C:14]1[CH:19]=[CH:18][CH:17]=[CH:16][CH:15]=1)=[O:21])[CH3:24], predict the reactants needed to synthesize it. (8) Given the product [Br-:13].[CH2:1]([N+:8]1[CH:12]=[CH:11][N:10]([CH2:14][CH2:15][CH2:16][CH2:17][CH2:18][CH2:19][CH2:20][CH2:21][CH2:22][CH3:23])[CH:9]=1)[C:2]1[CH:3]=[CH:4][CH:5]=[CH:6][CH:7]=1, predict the reactants needed to synthesize it. The reactants are: [CH2:1]([N:8]1[CH:12]=[CH:11][N:10]=[CH:9]1)[C:2]1[CH:7]=[CH:6][CH:5]=[CH:4][CH:3]=1.[Br:13][CH2:14][CH2:15][CH2:16][CH2:17][CH2:18][CH2:19][CH2:20][CH2:21][CH2:22][CH3:23]. (9) The reactants are: [CH:1]1[C:10]2[C:5](=[CH:6][CH:7]=[CH:8][CH:9]=2)[CH:4]=[C:3]([NH2:11])[N:2]=1.N1C=CC=CC=1.Cl[C:19]([O:21][C:22]1[CH:27]=[CH:26][CH:25]=[CH:24][CH:23]=1)=[O:20]. Given the product [CH:1]1[C:10]2[C:5](=[CH:6][CH:7]=[CH:8][CH:9]=2)[CH:4]=[C:3]([NH:11][C:19](=[O:20])[O:21][C:22]2[CH:27]=[CH:26][CH:25]=[CH:24][CH:23]=2)[N:2]=1, predict the reactants needed to synthesize it. (10) The reactants are: C[O:2][C:3](=[O:14])[CH2:4][C:5]1[CH:10]=[C:9]([Br:11])[C:8]([F:12])=[CH:7][C:6]=1[CH3:13].[OH-].[Na+]. Given the product [Br:11][C:9]1[C:8]([F:12])=[CH:7][C:6]([CH3:13])=[C:5]([CH2:4][C:3]([OH:14])=[O:2])[CH:10]=1, predict the reactants needed to synthesize it.